This data is from Forward reaction prediction with 1.9M reactions from USPTO patents (1976-2016). The task is: Predict the product of the given reaction. (1) The product is: [F:1][C:2]1[CH:11]=[CH:10][C:9]2[O:8][CH2:7][CH2:6][NH:13][C:5](=[O:12])[C:4]=2[CH:3]=1. Given the reactants [F:1][C:2]1[CH:3]=[C:4]2[C:9](=[CH:10][CH:11]=1)[O:8][CH2:7][CH2:6][C:5]2=[O:12].[N-:13]=[N+]=[N-].[Na+].O, predict the reaction product. (2) Given the reactants [NH2:1][C:2]1[N:6]=[CH:5][NH:4][N:3]=1.[C:7]([N+:11]#[C-:12])([CH3:10])([CH3:9])[CH3:8].[Cl:13][C:14]1[C:21]([Cl:22])=[CH:20][CH:19]=[CH:18][C:15]=1[CH:16]=O, predict the reaction product. The product is: [C:7]([NH:11][C:12]1[N:3]2[NH:4][CH:5]=[N:6][C:2]2=[N:1][C:16]=1[C:15]1[CH:18]=[CH:19][CH:20]=[C:21]([Cl:22])[C:14]=1[Cl:13])([CH3:10])([CH3:9])[CH3:8]. (3) Given the reactants C[O:2][C:3]([C:5]1([CH:10]=[N:11][O:12][CH2:13][C:14]2[CH:19]=[CH:18][CH:17]=[CH:16][CH:15]=2)[CH2:9][CH2:8][CH2:7][CH2:6]1)=[O:4].[OH-].[Na+].Cl, predict the reaction product. The product is: [CH2:13]([O:12][N:11]=[CH:10][C:5]1([C:3]([OH:4])=[O:2])[CH2:9][CH2:8][CH2:7][CH2:6]1)[C:14]1[CH:19]=[CH:18][CH:17]=[CH:16][CH:15]=1. (4) Given the reactants CCN(C(C)C)C(C)C.[Cl:10][C:11]1[CH:12]=[C:13]([CH:17]=[CH:18][CH:19]=1)[C:14]([OH:16])=O.Cl.[NH2:21][CH:22]1[CH2:27][CH:26]([C:28]2[CH:33]=[CH:32][C:31]([C:34]([F:37])([F:36])[F:35])=[CH:30][CH:29]=2)[CH2:25][N:24]([C:38]([N:40]2[CH2:49][CH2:48][C:43]3([O:47][CH2:46][CH2:45][O:44]3)[CH2:42][CH2:41]2)=[O:39])[CH2:23]1.CN(C(ON1N=NC2C=CC=NC1=2)=[N+](C)C)C.F[P-](F)(F)(F)(F)F, predict the reaction product. The product is: [Cl:10][C:11]1[CH:12]=[C:13]([C:14]([NH:21][CH:22]2[CH2:27][CH:26]([C:28]3[CH:33]=[CH:32][C:31]([C:34]([F:36])([F:37])[F:35])=[CH:30][CH:29]=3)[CH2:25][N:24]([C:38]([N:40]3[CH2:41][CH2:42][C:43]4([O:47][CH2:46][CH2:45][O:44]4)[CH2:48][CH2:49]3)=[O:39])[CH2:23]2)=[O:16])[CH:17]=[CH:18][CH:19]=1. (5) Given the reactants N1C=CC=CC=1.[NH2:7][C:8]1[CH:13]=[CH:12][CH:11]=[C:10]([O:14][CH2:15][CH2:16][C:17]2[CH:22]=[CH:21][C:20]([C:23]#[N:24])=[CH:19][CH:18]=2)[CH:9]=1.[Cl:25][C:26]1[CH:31]=[CH:30][CH:29]=[CH:28][C:27]=1[S:32](Cl)(=[O:34])=[O:33], predict the reaction product. The product is: [C:23]([C:20]1[CH:19]=[CH:18][C:17]([CH2:16][CH2:15][O:14][C:10]2[CH:9]=[C:8]([NH:7][S:32]([C:27]3[CH:28]=[CH:29][CH:30]=[CH:31][C:26]=3[Cl:25])(=[O:34])=[O:33])[CH:13]=[CH:12][CH:11]=2)=[CH:22][CH:21]=1)#[N:24]. (6) Given the reactants [NH2:1][C:2]1[CH:7]=[CH:6][CH:5]=[CH:4][CH:3]=1.[N:8]#[C:9][NH2:10].[N+:11]([O-:14])([OH:13])=[O:12].C(OCC)C, predict the reaction product. The product is: [N+:11]([O-:14])([OH:13])=[O:12].[C:2]1([NH:1][C:9]([NH2:10])=[NH:8])[CH:7]=[CH:6][CH:5]=[CH:4][CH:3]=1. (7) Given the reactants [C:1]([CH2:9][C:10]([O:12][CH2:13][CH3:14])=[O:11])(=[O:8])[C:2]1[CH:7]=[CH:6][CH:5]=[CH:4][CH:3]=1.[Br:15]N1C(=O)CCC1=O, predict the reaction product. The product is: [C:1]([CH:9]([Br:15])[C:10]([O:12][CH2:13][CH3:14])=[O:11])(=[O:8])[C:2]1[CH:7]=[CH:6][CH:5]=[CH:4][CH:3]=1.